Dataset: Forward reaction prediction with 1.9M reactions from USPTO patents (1976-2016). Task: Predict the product of the given reaction. (1) Given the reactants [F:1][C:2]1[CH:3]=[C:4]([NH:30][C:31](=[O:46])[CH2:32][C:33]([NH:35][C:36]2[CH:41]=[CH:40][CH:39]=[C:38]([S:42]([CH3:45])(=[O:44])=[O:43])[CH:37]=2)=[O:34])[CH:5]=[CH:6][C:7]=1[O:8][C:9]1[CH:14]=[CH:13][N:12]=[C:11]2[CH:15]=[C:16]([C:18]3[CH:23]=[CH:22][C:21]([CH2:24][NH:25][CH2:26][CH2:27][O:28][CH3:29])=[CH:20][N:19]=3)[S:17][C:10]=12.[C:47](OC(=O)C)(=[O:49])[CH3:48], predict the reaction product. The product is: [F:1][C:2]1[CH:3]=[C:4]([NH:30][C:31](=[O:46])[CH2:32][C:33]([NH:35][C:36]2[CH:41]=[CH:40][CH:39]=[C:38]([S:42]([CH3:45])(=[O:43])=[O:44])[CH:37]=2)=[O:34])[CH:5]=[CH:6][C:7]=1[O:8][C:9]1[CH:14]=[CH:13][N:12]=[C:11]2[CH:15]=[C:16]([C:18]3[CH:23]=[CH:22][C:21]([CH2:24][N:25]([CH2:26][CH2:27][O:28][CH3:29])[C:47](=[O:49])[CH3:48])=[CH:20][N:19]=3)[S:17][C:10]=12. (2) Given the reactants [C:1]1([C:7]2[O:8][C:9]([C:15]([F:18])([F:17])[F:16])=[C:10]([C:12]([OH:14])=O)[N:11]=2)[CH:6]=[CH:5][CH:4]=[CH:3][CH:2]=1.[CH3:19][O:20][CH2:21][CH2:22][N:23]1[C:31]2[C:26](=[CH:27][C:28]([N+:32]([O-])=O)=[CH:29][CH:30]=2)[C:25](=[O:35])[NH:24]1.COC1C=C(C=CC=1)CN1C2C(=CC(NC(C3N=C(C4C=CC=CC=4)OC=3C(F)(F)F)=O)=CC=2)C(=O)N1.CC#N, predict the reaction product. The product is: [CH3:19][O:20][CH2:21][CH2:22][N:23]1[C:31]2[C:26](=[CH:27][C:28]([NH:32][C:12]([C:10]3[N:11]=[C:7]([C:1]4[CH:2]=[CH:3][CH:4]=[CH:5][CH:6]=4)[O:8][C:9]=3[C:15]([F:18])([F:17])[F:16])=[O:14])=[CH:29][CH:30]=2)[C:25](=[O:35])[NH:24]1. (3) Given the reactants [CH3:1][O:2][CH2:3][N:4]1[C:8]2[CH:9]=[CH:10][C:11]([CH:13]([CH3:21])[C:14]([O:16]C(C)(C)C)=[O:15])=[CH:12][C:7]=2[S:6][C:5]1=[O:22].FC(F)(F)C(O)=O, predict the reaction product. The product is: [CH3:1][O:2][CH2:3][N:4]1[C:8]2[CH:9]=[CH:10][C:11]([CH:13]([CH3:21])[C:14]([OH:16])=[O:15])=[CH:12][C:7]=2[S:6][C:5]1=[O:22]. (4) Given the reactants C[Si]([C:5]#[C:6][C:7]1[CH:8]=[CH:9][C:10]2[C:19]3[CH:18]=[C:17]4[CH2:20][CH2:21][CH2:22][C:23](=[O:24])[C:16]4=[CH:15][C:14]=3[O:13][CH2:12][C:11]=2[CH:25]=1)(C)C.C(O)=[O:27], predict the reaction product. The product is: [C:6]([C:7]1[CH:8]=[CH:9][C:10]2[C:19]3[CH:18]=[C:17]4[CH2:20][CH2:21][CH2:22][C:23](=[O:24])[C:16]4=[CH:15][C:14]=3[O:13][CH2:12][C:11]=2[CH:25]=1)(=[O:27])[CH3:5]. (5) Given the reactants [CH3:1][C:2]1[C:11]([NH:12][CH3:13])=[CH:10][CH:9]=[CH:8][C:3]=1[C:4]([O:6]C)=[O:5].[OH-].[Li+], predict the reaction product. The product is: [CH3:1][C:2]1[C:11]([NH:12][CH3:13])=[CH:10][CH:9]=[CH:8][C:3]=1[C:4]([OH:6])=[O:5].